Dataset: Forward reaction prediction with 1.9M reactions from USPTO patents (1976-2016). Task: Predict the product of the given reaction. The product is: [C:20]([NH:23][C:24]1[CH:29]=[CH:28][C:27]([C:2]2[CH:10]=[C:9]3[C:5]([CH:6]=[N:7][NH:8]3)=[C:4]([NH:11][C:12]([C:14]3[CH:19]=[CH:18][CH:17]=[CH:16][N:15]=3)=[O:13])[CH:3]=2)=[CH:26][CH:25]=1)(=[O:22])[CH3:21]. Given the reactants Br[C:2]1[CH:10]=[C:9]2[C:5]([CH:6]=[N:7][NH:8]2)=[C:4]([NH:11][C:12]([C:14]2[CH:19]=[CH:18][CH:17]=[CH:16][N:15]=2)=[O:13])[CH:3]=1.[C:20]([NH:23][C:24]1[CH:29]=[CH:28][C:27](B(O)O)=[CH:26][CH:25]=1)(=[O:22])[CH3:21].C(=O)([O-])[O-].[Na+].[Na+], predict the reaction product.